The task is: Regression. Given a peptide amino acid sequence and an MHC pseudo amino acid sequence, predict their binding affinity value. This is MHC class I binding data.. This data is from Peptide-MHC class I binding affinity with 185,985 pairs from IEDB/IMGT. (1) The peptide sequence is ISDSNPYLTQW. The MHC is HLA-A23:01 with pseudo-sequence HLA-A23:01. The binding affinity (normalized) is 0. (2) The MHC is HLA-A26:01 with pseudo-sequence HLA-A26:01. The peptide sequence is HAEQGLIQY. The binding affinity (normalized) is 0.0847. (3) The peptide sequence is MPSLTMACM. The MHC is HLA-A32:01 with pseudo-sequence HLA-A32:01. The binding affinity (normalized) is 0.00840. (4) The peptide sequence is ELEPPFGDSY. The MHC is HLA-A01:01 with pseudo-sequence HLA-A01:01. The binding affinity (normalized) is 0.559. (5) The peptide sequence is GPGHKARVL. The MHC is HLA-A02:03 with pseudo-sequence HLA-A02:03. The binding affinity (normalized) is 0. (6) The peptide sequence is IRMWNQAAL. The MHC is HLA-A31:01 with pseudo-sequence HLA-A31:01. The binding affinity (normalized) is 0.0847. (7) The peptide sequence is RRLTARGLL. The MHC is Mamu-A07 with pseudo-sequence Mamu-A07. The binding affinity (normalized) is 0.